Dataset: Full USPTO retrosynthesis dataset with 1.9M reactions from patents (1976-2016). Task: Predict the reactants needed to synthesize the given product. (1) Given the product [Br:4][C:5]1[CH:6]=[C:7]2[C:12](=[CH:13][CH:14]=1)[O:11][C:10]([CH3:16])([CH3:15])[C:9]([CH2:19][OH:20])([CH2:17][OH:18])[C:8]2=[CH2:1], predict the reactants needed to synthesize it. The reactants are: [CH3:1][Mg+].[Br-].[Br:4][C:5]1[CH:6]=[C:7]2[C:12](=[CH:13][CH:14]=1)[O:11][C:10]([CH3:16])([CH3:15])[C:9]([CH2:19][OH:20])([CH2:17][OH:18])[C:8]2=O.Cl. (2) Given the product [CH3:1][C:2]1[NH:6][CH:5]=[C:4]([S:7][CH2:8][C:9]([OH:11])=[O:10])[C:3]=1[C:14]1[C:23]2[C:18](=[CH:19][CH:20]=[CH:21][CH:22]=2)[CH:17]=[CH:16][CH:15]=1, predict the reactants needed to synthesize it. The reactants are: [CH3:1][C:2]1[NH:6][CH:5]=[C:4]([S:7][CH2:8][C:9]([O:11]CC)=[O:10])[C:3]=1[C:14]1[C:23]2[C:18](=[CH:19][CH:20]=[CH:21][CH:22]=2)[CH:17]=[CH:16][CH:15]=1.[OH-].[Na+]. (3) Given the product [C:30]([OH:37])(=[O:36])[CH2:31][CH2:32][C:33]([OH:35])=[O:34].[CH2:12]([C:11]1[CH:10]=[C:9]2[C:5](=[CH:4][C:3]=1[CH2:1][CH3:2])[CH2:6][CH:7]([NH:14][CH2:15][C@@H:16]([C:18]1[CH:27]=[CH:26][C:25]([OH:28])=[C:24]3[C:19]=1[CH:20]=[CH:21][C:22](=[O:29])[NH:23]3)[OH:17])[CH2:8]2)[CH3:13], predict the reactants needed to synthesize it. The reactants are: [CH2:1]([C:3]1[CH:4]=[C:5]2[C:9](=[CH:10][C:11]=1[CH2:12][CH3:13])[CH2:8][CH:7]([NH:14][CH2:15][C@@H:16]([C:18]1[CH:27]=[CH:26][C:25]([OH:28])=[C:24]3[C:19]=1[CH:20]=[CH:21][C:22](=[O:29])[NH:23]3)[OH:17])[CH2:6]2)[CH3:2].[C:30]([OH:37])(=[O:36])[CH2:31][CH2:32][C:33]([OH:35])=[O:34]. (4) Given the product [CH3:20][Si:21]([CH3:23])([CH3:22])[O:12][C:9]1[CH:10]=[CH:11][C:6]([C:2]2[S:1][CH:5]=[CH:4][CH:3]=2)=[CH:7][CH:8]=1, predict the reactants needed to synthesize it. The reactants are: [S:1]1[CH:5]=[CH:4][CH:3]=[C:2]1[C:6]1[CH:11]=[CH:10][C:9]([OH:12])=[CH:8][CH:7]=1.CCN(CC)CC.[CH3:20][Si:21](Cl)([CH3:23])[CH3:22].